This data is from Forward reaction prediction with 1.9M reactions from USPTO patents (1976-2016). The task is: Predict the product of the given reaction. (1) The product is: [C:28]([O:27][CH:4]([C:5]1[N:6]([CH3:26])[C:7](=[O:25])[C:8]2[C:13]([C:14]=1[C:15]1[CH:20]=[C:19]([CH3:21])[C:18]([O:22][CH3:23])=[C:17]([CH3:24])[CH:16]=1)=[CH:12][CH:11]=[CH:10][CH:9]=2)[C:3]([OH:32])=[O:2])([CH3:31])([CH3:30])[CH3:29]. Given the reactants C[O:2][C:3](=[O:32])[CH:4]([O:27][C:28]([CH3:31])([CH3:30])[CH3:29])[C:5]1[N:6]([CH3:26])[C:7](=[O:25])[C:8]2[C:13]([C:14]=1[C:15]1[CH:20]=[C:19]([CH3:21])[C:18]([O:22][CH3:23])=[C:17]([CH3:24])[CH:16]=1)=[CH:12][CH:11]=[CH:10][CH:9]=2.[Li+].[OH-], predict the reaction product. (2) The product is: [Cl:1][C:2]1[CH:7]=[CH:6][C:5]([O:8][C:9]2[CH:14]=[CH:13][C:12]([CH2:15][N:16]([CH2:27][C:28]3[CH:33]=[CH:32][C:31]([F:34])=[CH:30][C:29]=3[F:35])[C:17]3[CH:22]=[CH:21][CH:20]=[C:19]([N+:23]([O-:25])=[O:24])[C:18]=3[CH3:26])=[CH:11][CH:10]=2)=[CH:4][C:3]=1[O:36][CH2:38][C:37]([O:41][CH2:42][CH3:43])=[O:40]. Given the reactants [Cl:1][C:2]1[CH:7]=[CH:6][C:5]([O:8][C:9]2[CH:14]=[CH:13][C:12]([CH2:15][N:16]([CH2:27][C:28]3[CH:33]=[CH:32][C:31]([F:34])=[CH:30][C:29]=3[F:35])[C:17]3[CH:22]=[CH:21][CH:20]=[C:19]([N+:23]([O-:25])=[O:24])[C:18]=3[CH3:26])=[CH:11][CH:10]=2)=[CH:4][C:3]=1[OH:36].[C:37]([O:41][CH2:42][CH3:43])(=[O:40])[CH2:38]O, predict the reaction product. (3) Given the reactants [Si:1]([O:8][CH:9]([C:11]1[O:15][N:14]=[C:13]([CH2:16][OH:17])[CH:12]=1)[CH3:10])([C:4]([CH3:7])([CH3:6])[CH3:5])([CH3:3])[CH3:2].N12CCN(CC1)CC2.[C:26]1([CH3:36])[CH:31]=[CH:30][C:29]([S:32](Cl)(=[O:34])=[O:33])=[CH:28][CH:27]=1.O, predict the reaction product. The product is: [CH3:36][C:26]1[CH:31]=[CH:30][C:29]([S:32]([O:17][CH2:16][C:13]2[CH:12]=[C:11]([CH:9]([O:8][Si:1]([C:4]([CH3:5])([CH3:6])[CH3:7])([CH3:2])[CH3:3])[CH3:10])[O:15][N:14]=2)(=[O:34])=[O:33])=[CH:28][CH:27]=1. (4) Given the reactants Br[C:2]1[CH:3]=[C:4]([CH:9]=[C:10]([C:12]2[CH:17]=[CH:16][C:15]([CH3:18])=[CH:14][N:13]=2)[CH:11]=1)[C:5]([O:7][CH3:8])=[O:6].[B:19]1([B:19]2[O:23][C:22]([CH3:25])([CH3:24])[C:21]([CH3:27])([CH3:26])[O:20]2)[O:23][C:22]([CH3:25])([CH3:24])[C:21]([CH3:27])([CH3:26])[O:20]1.C([O-])(=O)C.[K+], predict the reaction product. The product is: [CH3:18][C:15]1[CH:16]=[CH:17][C:12]([C:10]2[CH:9]=[C:4]([CH:3]=[C:2]([B:19]3[O:23][C:22]([CH3:25])([CH3:24])[C:21]([CH3:27])([CH3:26])[O:20]3)[CH:11]=2)[C:5]([O:7][CH3:8])=[O:6])=[N:13][CH:14]=1. (5) The product is: [F:23][C:24]([F:37])([F:36])[S:25]([O:13][C:4]1[CH:3]=[C:2]([F:1])[CH:11]=[C:10]2[C:5]=1[CH:6]=[CH:7][C:8]([CH3:12])=[N:9]2)(=[O:27])=[O:26]. Given the reactants [F:1][C:2]1[CH:3]=[C:4]([OH:13])[C:5]2[CH:6]=[CH:7][C:8]([CH3:12])=[N:9][C:10]=2[CH:11]=1.C(N(C(C)C)CC)(C)C.[F:23][C:24]([F:37])([F:36])[S:25](O[S:25]([C:24]([F:37])([F:36])[F:23])(=[O:27])=[O:26])(=[O:27])=[O:26].[Cl-].[NH4+], predict the reaction product. (6) Given the reactants [NH2:1][CH:2]1[CH2:7][CH2:6][N:5]([C:8](=[O:38])[CH2:9][N:10]2[CH:14]=[C:13]([NH:15][C:16]([C:18]3[CH:19]=[N:20][N:21]4[CH:26]=[CH:25][CH:24]=[N:23][C:22]=34)=[O:17])[C:12]([C:27]3[CH:32]=[C:31]([Cl:33])[CH:30]=[CH:29][C:28]=3[O:34][CH:35]([F:37])[F:36])=[N:11]2)[CH2:4][CH2:3]1.C(=O)([O-])[O-].[K+].[K+].Br[CH2:46][C:47]([O:49][CH2:50][CH3:51])=[O:48].O, predict the reaction product. The product is: [Cl:33][C:31]1[CH:30]=[CH:29][C:28]([O:34][CH:35]([F:36])[F:37])=[C:27]([C:12]2[C:13]([NH:15][C:16]([C:18]3[CH:19]=[N:20][N:21]4[CH:26]=[CH:25][CH:24]=[N:23][C:22]=34)=[O:17])=[CH:14][N:10]([CH2:9][C:8]([N:5]3[CH2:6][CH2:7][CH:2]([NH:1][CH2:46][C:47]([O:49][CH2:50][CH3:51])=[O:48])[CH2:3][CH2:4]3)=[O:38])[N:11]=2)[CH:32]=1. (7) Given the reactants [C:1]([CH2:4][C@@H:5]([CH2:11][CH:12]([CH3:14])[CH3:13])[CH2:6][C:7]([O:9]C)=[O:8])(=[O:3])[NH2:2], predict the reaction product. The product is: [C:1]([CH2:4][C@@H:5]([CH2:11][CH:12]([CH3:14])[CH3:13])[CH2:6][C:7]([OH:9])=[O:8])(=[O:3])[NH2:2]. (8) The product is: [CH2:1]([O:8][C:9]1[CH:14]=[CH:13][C:12]([C:15]2[NH:29][C:18]3=[N:19][C:20]([N:23]4[CH2:24][CH2:25][N:26]([S:40]([CH3:39])(=[O:42])=[O:41])[CH2:27][CH2:28]4)=[CH:21][CH:22]=[C:17]3[N:16]=2)=[CH:11][CH:10]=1)[C:2]1[CH:3]=[CH:4][CH:5]=[CH:6][CH:7]=1. Given the reactants [CH2:1]([O:8][C:9]1[CH:14]=[CH:13][C:12]([C:15]2[NH:29][C:18]3=[N:19][C:20]([N:23]4[CH2:28][CH2:27][NH:26][CH2:25][CH2:24]4)=[CH:21][CH:22]=[C:17]3[N:16]=2)=[CH:11][CH:10]=1)[C:2]1[CH:7]=[CH:6][CH:5]=[CH:4][CH:3]=1.CCN(C(C)C)C(C)C.[CH3:39][S:40](Cl)(=[O:42])=[O:41].O, predict the reaction product.